The task is: Predict the product of the given reaction.. This data is from Forward reaction prediction with 1.9M reactions from USPTO patents (1976-2016). Given the reactants Br[C:2]1[CH:3]=[N:4][CH:5]=[CH:6][CH:7]=1.[NH2:8][C:9]1[C:14]([CH3:15])=[CH:13][N:12]=[C:11]([Cl:16])[N:10]=1.C(=O)([O-])[O-].[Cs+].[Cs+], predict the reaction product. The product is: [Cl:16][C:11]1[N:10]=[C:9]([NH:8][C:2]2[CH:3]=[N:4][CH:5]=[CH:6][CH:7]=2)[C:14]([CH3:15])=[CH:13][N:12]=1.